From a dataset of Catalyst prediction with 721,799 reactions and 888 catalyst types from USPTO. Predict which catalyst facilitates the given reaction. (1) Reactant: C(N1C=CN=C1)(N1C=CN=C1)=O.O[C:14]1[C:23]([CH3:24])=[CH:22][C:21]([I:25])=[CH:20][C:15]=1[C:16]([NH:18][OH:19])=[O:17]. Product: [I:25][C:21]1[CH:22]=[C:23]([CH3:24])[C:14]2[O:19][NH:18][C:16](=[O:17])[C:15]=2[CH:20]=1. The catalyst class is: 1. (2) Reactant: [N+:1]([C:4]1[CH:14]=[CH:13][C:12]2[CH:11]3[CH2:15][CH2:16][N:7]([CH2:8][CH2:9][CH2:10]3)[C:6]=2[CH:5]=1)([O-:3])=[O:2].C([O-])([O-])=O.[K+].[K+].[CH2:23](I)[CH3:24]. Product: [CH2:16]([N:7]1[CH2:6][CH:12]2[CH2:11][CH2:10][CH:9]([C:23]3[CH:24]=[CH:5][C:4]([N+:1]([O-:3])=[O:2])=[CH:14][C:13]=32)[CH2:8]1)[CH3:15]. The catalyst class is: 21.